From a dataset of Full USPTO retrosynthesis dataset with 1.9M reactions from patents (1976-2016). Predict the reactants needed to synthesize the given product. (1) Given the product [NH2:1][CH2:2][C:3]1[C:4]([F:20])=[C:5]([O:10][C:11]2[CH:12]=[C:13]([CH:16]=[C:17]([CH2:23][CH:22]=[CH2:21])[CH:18]=2)[C:14]#[N:15])[C:6]([Cl:9])=[CH:7][CH:8]=1, predict the reactants needed to synthesize it. The reactants are: [NH2:1][CH2:2][C:3]1[C:4]([F:20])=[C:5]([O:10][C:11]2[CH:12]=[C:13]([CH:16]=[C:17](Br)[CH:18]=2)[C:14]#[N:15])[C:6]([Cl:9])=[CH:7][CH:8]=1.[CH2:21]([Sn](CCCC)(CCCC)CC=C)[CH2:22][CH2:23]C.C(OCC)(=O)C.O. (2) Given the product [F:1][C:2]1[CH:7]=[CH:6][C:5]([S:15]([C:9]2[CH:14]=[CH:13][CH:12]=[CH:11][CH:10]=2)(=[O:17])=[O:16])=[CH:4][CH:3]=1, predict the reactants needed to synthesize it. The reactants are: [F:1][C:2]1[CH:7]=[CH:6][C:5](I)=[CH:4][CH:3]=1.[C:9]1([S:15]([O-:17])=[O:16])[CH:14]=[CH:13][CH:12]=[CH:11][CH:10]=1.[Na+]. (3) Given the product [CH3:1][C:2]1([CH3:20])[C:6](=[O:7])[C:5]2[CH:8]=[C:9]([CH2:12][NH2:13])[CH:10]=[CH:11][C:4]=2[O:3]1, predict the reactants needed to synthesize it. The reactants are: [CH3:1][C:2]1([CH3:20])[C:6](=[O:7])[C:5]2[CH:8]=[C:9]([CH2:12][NH:13]C(=O)C(F)(F)F)[CH:10]=[CH:11][C:4]=2[O:3]1. (4) Given the product [CH3:1][C:2]1[C:31]([CH3:32])=[CH:30][CH:29]=[CH:28][C:3]=1[O:4][CH2:5][CH2:6][CH2:7][C:8]([N:10]1[C:19]2[C:14](=[C:15]([C:52]3[CH:53]=[C:54]([CH:64]=[CH:65][CH:66]=3)[CH2:55][NH:56][C:57](=[O:63])[O:58][C:59]([CH3:60])([CH3:61])[CH3:62])[CH:16]=[CH:17][CH:18]=2)[CH2:13][CH2:12][CH2:11]1)=[O:9], predict the reactants needed to synthesize it. The reactants are: [CH3:1][C:2]1[C:31]([CH3:32])=[CH:30][CH:29]=[CH:28][C:3]=1[O:4][CH2:5][CH2:6][CH2:7][C:8]([N:10]1[C:19]2[C:14](=[C:15](C3C=CC(CO)=CC=3)[CH:16]=[CH:17][CH:18]=2)[CH2:13][CH2:12][CH2:11]1)=[O:9].OCC1C=CC(B(O)O)=CC=1.CC1(C)C(C)(C)OB([C:52]2[CH:53]=[C:54]([CH:64]=[CH:65][CH:66]=2)[CH2:55][NH:56][C:57](=[O:63])[O:58][C:59]([CH3:62])([CH3:61])[CH3:60])O1.